This data is from Forward reaction prediction with 1.9M reactions from USPTO patents (1976-2016). The task is: Predict the product of the given reaction. (1) The product is: [O:1]1[C:10]2[C:5](=[CH:6][CH:7]=[CH:8][CH:9]=2)[C:4](=[O:11])[CH2:3][CH2:2]1. Given the reactants [O:1]1[C:10]2[C:5](=[CH:6][CH:7]=[CH:8][CH:9]=2)[C:4](=[O:11])[CH:3]=[CH:2]1.CCN(C(C)C)C(C)C, predict the reaction product. (2) Given the reactants [CH:1]1([C@H:7]([NH:12][C:13]([C:15]2[O:16][C:17]([C:20]3[CH:29]=[CH:28][C:23]4[N:24]=[C:25]([NH2:27])[NH:26][C:22]=4[CH:21]=3)=[CH:18][CH:19]=2)=[O:14])[C:8](=[O:11])[NH:9][CH3:10])[CH2:6][CH2:5][CH2:4][CH2:3][CH2:2]1.[C:30](OC(=O)C)(=[O:32])[CH3:31], predict the reaction product. The product is: [CH:1]1([C@H:7]([NH:12][C:13]([C:15]2[O:16][C:17]([C:20]3[CH:29]=[CH:28][C:23]4[N:24]=[C:25]([NH:27][C:30](=[O:32])[CH3:31])[NH:26][C:22]=4[CH:21]=3)=[CH:18][CH:19]=2)=[O:14])[C:8](=[O:11])[NH:9][CH3:10])[CH2:6][CH2:5][CH2:4][CH2:3][CH2:2]1.